From a dataset of Forward reaction prediction with 1.9M reactions from USPTO patents (1976-2016). Predict the product of the given reaction. The product is: [CH2:19]([C:17]1[O:16][N:15]=[C:14]([CH2:13][NH:11][C:1]23[CH2:8][CH:7]4[CH2:6][CH:5]([CH2:4][CH:3]([CH2:9]4)[CH2:2]2)[CH2:10]3)[N:18]=1)[CH:20]([CH3:22])[CH3:21]. Given the reactants [C:1]12([NH2:11])[CH2:10][CH:5]3[CH2:6][CH:7]([CH2:9][CH:3]([CH2:4]3)[CH2:2]1)[CH2:8]2.Cl[CH2:13][C:14]1[N:18]=[C:17]([CH2:19][CH:20]([CH3:22])[CH3:21])[O:16][N:15]=1, predict the reaction product.